This data is from Forward reaction prediction with 1.9M reactions from USPTO patents (1976-2016). The task is: Predict the product of the given reaction. The product is: [CH3:13][C:12]([NH:20][C:21]([C:23]1[CH:28]=[CH:27][C:26]([N:29]2[CH2:30][C:31](=[O:33])[CH2:32]2)=[C:25]([O:34][CH2:35][CH:36]2[CH2:37][CH2:38]2)[N:24]=1)=[O:22])([C:14]1[N:18]=[C:17]([CH3:19])[O:16][N:15]=1)[CH3:11]. Given the reactants C(Cl)(=O)C(Cl)=O.CS(C)=O.[CH3:11][C:12]([NH:20][C:21]([C:23]1[CH:28]=[CH:27][C:26]([N:29]2[CH2:32][CH:31]([OH:33])[CH2:30]2)=[C:25]([O:34][CH2:35][CH:36]2[CH2:38][CH2:37]2)[N:24]=1)=[O:22])([C:14]1[N:18]=[C:17]([CH3:19])[O:16][N:15]=1)[CH3:13].C(N(CC)CC)C, predict the reaction product.